This data is from Forward reaction prediction with 1.9M reactions from USPTO patents (1976-2016). The task is: Predict the product of the given reaction. (1) Given the reactants Br[C:2]1[CH:7]=[CH:6][C:5]([N:8]2[CH:12]=[C:11]([CH3:13])[CH:10]=[C:9]2[C:14]2[CH:19]=[CH:18][C:17]([S:20]([CH3:23])(=[O:22])=[O:21])=[CH:16][CH:15]=2)=[CH:4][CH:3]=1.C([Sn](CCCC)(CCCC)[C:29]1[O:30][CH:31]=[CH:32][CH:33]=1)CCC.[Li+].[Cl-], predict the reaction product. The product is: [O:30]1[CH:31]=[CH:32][CH:33]=[C:29]1[C:2]1[CH:7]=[CH:6][C:5]([N:8]2[CH:12]=[C:11]([CH3:13])[CH:10]=[C:9]2[C:14]2[CH:19]=[CH:18][C:17]([S:20]([CH3:23])(=[O:22])=[O:21])=[CH:16][CH:15]=2)=[CH:4][CH:3]=1. (2) Given the reactants [CH3:1][O:2][C:3]1[N:8]=[CH:7][C:6](B(O)O)=[CH:5][N:4]=1.FC(F)(F)S(O[C:18]1[CH:27]=[CH:26][CH:25]=[C:24]2[C:19]=1[CH2:20][C@H:21]([N:28]([CH2:36][C:37]1[CH:42]=[CH:41][CH:40]=[CH:39][CH:38]=1)[CH2:29][C:30]1[CH:35]=[CH:34][CH:33]=[CH:32][CH:31]=1)[CH2:22][O:23]2)(=O)=O, predict the reaction product. The product is: [CH2:36]([N:28]([CH2:29][C:30]1[CH:35]=[CH:34][CH:33]=[CH:32][CH:31]=1)[C@H:21]1[CH2:20][C:19]2[C:24](=[CH:25][CH:26]=[CH:27][C:18]=2[C:6]2[CH:5]=[N:4][C:3]([O:2][CH3:1])=[N:8][CH:7]=2)[O:23][CH2:22]1)[C:37]1[CH:38]=[CH:39][CH:40]=[CH:41][CH:42]=1.